Dataset: Full USPTO retrosynthesis dataset with 1.9M reactions from patents (1976-2016). Task: Predict the reactants needed to synthesize the given product. (1) Given the product [OH:18][CH2:19][C:20]1[S:24][C:23]([C:25]2[CH:30]=[CH:29][C:28]([NH:31][C:32](=[O:38])[O:33][C:34]([CH3:37])([CH3:36])[CH3:35])=[C:27]([NH:39][C:40](=[O:53])[C:41]3[CH:42]=[CH:43][C:44]([C:47]4[CH:48]=[N:49][CH:50]=[CH:51][CH:52]=4)=[CH:45][CH:46]=3)[CH:26]=2)=[CH:22][CH:21]=1, predict the reactants needed to synthesize it. The reactants are: [Si]([O:18][CH2:19][C:20]1[S:24][C:23]([C:25]2[CH:30]=[CH:29][C:28]([NH:31][C:32](=[O:38])[O:33][C:34]([CH3:37])([CH3:36])[CH3:35])=[C:27]([NH:39][C:40](=[O:53])[C:41]3[CH:46]=[CH:45][C:44]([C:47]4[CH:48]=[N:49][CH:50]=[CH:51][CH:52]=4)=[CH:43][CH:42]=3)[CH:26]=2)=[CH:22][CH:21]=1)(C(C)(C)C)(C1C=CC=CC=1)C1C=CC=CC=1.CCOC(C)=O. (2) Given the product [I:1][C:30]1[CH:29]=[N:28][N:27]([C:13]2[CH:12]=[N:11][N:10]([CH3:9])[C:14]=2[CH2:15][CH2:16][C:17]2[CH:22]=[CH:21][C:20]([C:23]([F:26])([F:25])[F:24])=[CH:19][CH:18]=2)[CH:31]=1, predict the reactants needed to synthesize it. The reactants are: [I:1]N1C(=O)CCC1=O.[CH3:9][N:10]1[C:14]([CH2:15][CH2:16][C:17]2[CH:22]=[CH:21][C:20]([C:23]([F:26])([F:25])[F:24])=[CH:19][CH:18]=2)=[C:13]([N:27]2[CH:31]=[CH:30][CH:29]=[N:28]2)[CH:12]=[N:11]1.FC(F)(F)C(O)=O.C(=O)([O-])O.[Na+].